Dataset: Reaction yield outcomes from USPTO patents with 853,638 reactions. Task: Predict the reaction yield, written as a fraction of the theoretical maximum amount of product (1.0 means a 100% yield; for example, 0.34 means a 34% yield). (1) The reactants are I[C:2]1[CH:7]=[CH:6][N:5]=[C:4]([N:8]2[C:16]3[CH2:15][C:14]([CH3:18])([CH3:17])[CH2:13][CH2:12][C:11]=3[C:10]([C:19]([NH2:21])=[O:20])=[N:9]2)[CH:3]=1.[C:22]([C@:24]1([OH:31])[CH2:28][CH2:27][N:26]([CH3:29])[C:25]1=[O:30])#[CH:23]. No catalyst specified. The product is [OH:31][C@@:24]1([C:22]#[C:23][C:2]2[CH:7]=[CH:6][N:5]=[C:4]([N:8]3[C:16]4[CH2:15][C:14]([CH3:18])([CH3:17])[CH2:13][CH2:12][C:11]=4[C:10]([C:19]([NH2:21])=[O:20])=[N:9]3)[CH:3]=2)[CH2:28][CH2:27][N:26]([CH3:29])[C:25]1=[O:30]. The yield is 0.490. (2) The catalyst is CN(C=O)C. The product is [C:7]1(=[O:11])[C:8]2[C:4](=[CH:3][C:2]([O:1][C:13]3[CH:18]=[CH:17][C:16]([N+:19]([O-:21])=[O:20])=[CH:15][CH:14]=3)=[CH:10][CH:9]=2)[CH2:5][NH:6]1. The yield is 0.890. The reactants are [OH:1][C:2]1[CH:3]=[C:4]2[C:8](=[CH:9][CH:10]=1)[C:7](=[O:11])[NH:6][CH2:5]2.F[C:13]1[CH:18]=[CH:17][C:16]([N+:19]([O-:21])=[O:20])=[CH:15][CH:14]=1.O. (3) The yield is 0.640. The reactants are [N:1]([O-:3])=[O:2].[Na+].[CH:5]1([C:8]2[C:17]3[C:12](=[CH:13][CH:14]=[CH:15][CH:16]=3)[CH:11]=[CH:10][CH:9]=2)[CH2:7][CH2:6]1.O. The catalyst is C(OCC)(=O)C. The product is [CH:5]1([C:8]2[C:17]3[C:12](=[CH:13][CH:14]=[CH:15][CH:16]=3)[C:11]([N+:1]([O-:3])=[O:2])=[CH:10][CH:9]=2)[CH2:7][CH2:6]1. (4) The reactants are [Br-:1].[Li+].[CH3:3][C:4]1[CH:9]=[CH:8][C:7]([S:10]([O:13][C@@H:14]2[CH2:18][O:17][C@@H:16]3[C@@H:19](OS(C4C=CC(C)=CC=4)(=O)=O)[CH2:20][O:21][C@H:15]23)(=[O:12])=[O:11])=[CH:6][CH:5]=1. The catalyst is CS(C)=O.O. The product is [CH3:3][C:4]1[CH:9]=[CH:8][C:7]([S:10]([O:13][C@H:14]2[CH2:18][O:17][C@@H:16]3[C@@H:19]([Br:1])[CH2:20][O:21][C@H:15]23)(=[O:12])=[O:11])=[CH:6][CH:5]=1. The yield is 0.550. (5) The reactants are [CH:1]1([CH:4]([C:16]2[CH:17]=[N:18][C:19]([O:22][CH3:23])=[CH:20][CH:21]=2)[O:5][C:6]2[CH:11]=[CH:10][C:9]([CH2:12][NH2:13])=[CH:8][C:7]=2[O:14][CH3:15])[CH2:3][CH2:2]1.C(=O)([O-])[O-].[K+].[K+].Cl[C:31]1[C:36]([N+:37]([O-:39])=[O:38])=[CH:35][C:34]([I:40])=[CH:33][N:32]=1. The catalyst is C(#N)C. The product is [CH:1]1([CH:4]([C:16]2[CH:17]=[N:18][C:19]([O:22][CH3:23])=[CH:20][CH:21]=2)[O:5][C:6]2[CH:11]=[CH:10][C:9]([CH2:12][NH:13][C:31]3[C:36]([N+:37]([O-:39])=[O:38])=[CH:35][C:34]([I:40])=[CH:33][N:32]=3)=[CH:8][C:7]=2[O:14][CH3:15])[CH2:3][CH2:2]1. The yield is 0.580. (6) The reactants are [CH3:1][NH:2][C:3]1[CH:8]=[CH:7][C:6]([O:9][C:10]2[CH:15]=[CH:14][C:13]([N+:16]([O-])=O)=[CH:12][CH:11]=2)=[CH:5][C:4]=1[N+:19]([O-])=O.[CH3:22][O:23][C:24]([NH:26][C:27](=NC(OC)=O)SC)=[O:25]. The catalyst is CO.[Pd]. The product is [CH3:1][N:2]1[C:3]2[CH:8]=[CH:7][C:6]([O:9][C:10]3[CH:15]=[CH:14][C:13]([NH2:16])=[CH:12][CH:11]=3)=[CH:5][C:4]=2[N:19]=[C:27]1[NH:26][C:24](=[O:25])[O:23][CH3:22]. The yield is 0.0400. (7) The reactants are CS([O:5][CH2:6][CH2:7][N:8]1[C:21]2[CH:20]=[CH:19][CH:18]=[CH:17][C:16]=2[O:15][C:14]2[C:9]1=[CH:10][CH:11]=[CH:12][CH:13]=2)(=O)=O.[CH2:22]([O:26][CH:27]([CH2:33][C:34]1[CH:39]=[CH:38][C:37](O)=[CH:36][CH:35]=1)[C:28]([O:30][CH2:31][CH3:32])=[O:29])[CH2:23][CH2:24][CH3:25]. No catalyst specified. The product is [CH:20]1[C:21]2[N:8]([CH2:7][CH2:6][O:5][C:37]3[CH:36]=[CH:35][C:34]([CH2:33][CH:27]([O:26][CH2:22][CH2:23][CH2:24][CH3:25])[C:28]([O:30][CH2:31][CH3:32])=[O:29])=[CH:39][CH:38]=3)[C:9]3[C:14](=[CH:13][CH:12]=[CH:11][CH:10]=3)[O:15][C:16]=2[CH:17]=[CH:18][CH:19]=1. The yield is 0.530. (8) The catalyst is CO.[Pd]. The product is [NH2:18][C:15]1[CH:16]=[C:17]2[C:12]([C:11]([CH3:22])([CH3:21])[CH2:10][CH2:9][N:8]2[C:6]([O:5][C:1]([CH3:4])([CH3:3])[CH3:2])=[O:7])=[CH:13][CH:14]=1. The yield is 0.950. The reactants are [C:1]([O:5][C:6]([N:8]1[C:17]2[C:12](=[CH:13][CH:14]=[C:15]([N+:18]([O-])=O)[CH:16]=2)[C:11]([CH3:22])([CH3:21])[CH2:10][CH2:9]1)=[O:7])([CH3:4])([CH3:3])[CH3:2].